Task: Regression. Given a peptide amino acid sequence and an MHC pseudo amino acid sequence, predict their binding affinity value. This is MHC class I binding data.. Dataset: Peptide-MHC class I binding affinity with 185,985 pairs from IEDB/IMGT The peptide sequence is FPHTELANL. The MHC is HLA-A02:01 with pseudo-sequence HLA-A02:01. The binding affinity (normalized) is 0.0847.